Dataset: NCI-60 drug combinations with 297,098 pairs across 59 cell lines. Task: Regression. Given two drug SMILES strings and cell line genomic features, predict the synergy score measuring deviation from expected non-interaction effect. Drug 1: C1CCN(CC1)CCOC2=CC=C(C=C2)C(=O)C3=C(SC4=C3C=CC(=C4)O)C5=CC=C(C=C5)O. Drug 2: CN(C)C1=NC(=NC(=N1)N(C)C)N(C)C. Cell line: T-47D. Synergy scores: CSS=3.79, Synergy_ZIP=-5.67, Synergy_Bliss=-3.76, Synergy_Loewe=-6.95, Synergy_HSA=-6.23.